This data is from Full USPTO retrosynthesis dataset with 1.9M reactions from patents (1976-2016). The task is: Predict the reactants needed to synthesize the given product. Given the product [F:35][C:36]1[CH:41]=[CH:40][C:39]([CH:42]([C:53]2[CH:54]=[CH:55][C:56]([F:59])=[CH:57][CH:58]=2)[N:43]2[CH:48]=[CH:47][CH:46]=[C:45]([C:49]([NH:1][C@@H:2]([CH2:10][CH2:11][CH2:12][NH:13][C:14]([NH:16][S:17]([C:20]3[C:21]([CH3:34])=[C:22]4[C:27](=[C:28]([CH3:31])[C:29]=3[CH3:30])[O:26][C:25]([CH3:33])([CH3:32])[CH2:24][CH2:23]4)(=[O:18])=[O:19])=[NH:15])[C:3]([O:5][C:6]([CH3:7])([CH3:8])[CH3:9])=[O:4])=[O:50])[C:44]2=[O:52])=[CH:38][CH:37]=1, predict the reactants needed to synthesize it. The reactants are: [NH2:1][C@@H:2]([CH2:10][CH2:11][CH2:12][NH:13][C:14]([NH:16][S:17]([C:20]1[C:21]([CH3:34])=[C:22]2[C:27](=[C:28]([CH3:31])[C:29]=1[CH3:30])[O:26][C:25]([CH3:33])([CH3:32])[CH2:24][CH2:23]2)(=[O:19])=[O:18])=[NH:15])[C:3]([O:5][C:6]([CH3:9])([CH3:8])[CH3:7])=[O:4].[F:35][C:36]1[CH:41]=[CH:40][C:39]([CH:42]([C:53]2[CH:58]=[CH:57][C:56]([F:59])=[CH:55][CH:54]=2)[N:43]2[CH:48]=[CH:47][CH:46]=[C:45]([C:49](O)=[O:50])[C:44]2=[O:52])=[CH:38][CH:37]=1.CN(C(ON1N=NC2C=CC=CC1=2)=[N+](C)C)C.F[P-](F)(F)(F)(F)F.CCN(C(C)C)C(C)C.